From a dataset of Reaction yield outcomes from USPTO patents with 853,638 reactions. Predict the reaction yield, written as a fraction of the theoretical maximum amount of product (1.0 means a 100% yield; for example, 0.34 means a 34% yield). (1) The reactants are [OH:1][CH:2]1[CH2:6][CH:5]=[CH:4][CH2:3]1.N1C=CN=C1.[Si:12](Cl)([C:25]([CH3:28])([CH3:27])[CH3:26])([C:19]1[CH:24]=[CH:23][CH:22]=[CH:21][CH:20]=1)[C:13]1[CH:18]=[CH:17][CH:16]=[CH:15][CH:14]=1. The catalyst is CN(C)C=O.O.C(OCC)(=O)C. The product is [C:25]([Si:12]([O:1][CH:2]1[CH2:6][CH:5]=[CH:4][CH2:3]1)([C:19]1[CH:24]=[CH:23][CH:22]=[CH:21][CH:20]=1)[C:13]1[CH:14]=[CH:15][CH:16]=[CH:17][CH:18]=1)([CH3:28])([CH3:26])[CH3:27]. The yield is 0.980. (2) The reactants are [Cl:1][C:2]1[N:7]=[CH:6][C:5]([CH2:8][N:9]2[CH2:14][CH2:13][CH2:12][CH:11]3[O:15][C:16](=[O:18])[CH:17]=[C:10]23)=[CH:4][CH:3]=1.C(N(CC)CC)C.[Cl:26]N1C(=O)CCC1=O. The catalyst is C(#N)C. The product is [Cl:26][C:17]1[C:16](=[O:18])[O:15][CH:11]2[CH2:12][CH2:13][CH2:14][N:9]([CH2:8][C:5]3[CH:6]=[N:7][C:2]([Cl:1])=[CH:3][CH:4]=3)[C:10]=12. The yield is 0.720. (3) The reactants are [Cl:1][C:2]1[CH:7]=[CH:6][C:5]([C:8]2[S:17][C:11]3[C:12](=[O:16])[NH:13][CH:14]=[CH:15][C:10]=3[CH:9]=2)=[CH:4][CH:3]=1.Br[C:19]1[CH:24]=[CH:23][C:22]([C:25]([CH:27]2[CH2:31][CH2:30][N:29]([CH3:32])[CH2:28]2)=[O:26])=[CH:21][CH:20]=1.C([O-])([O-])=O.[Cs+].[Cs+].CNCCNC.Cl.CCOCC. The catalyst is C(Cl)Cl.[Cu]I.O1CCOCC1. The product is [ClH:1].[Cl:1][C:2]1[CH:3]=[CH:4][C:5]([C:8]2[S:17][C:11]3[C:12](=[O:16])[N:13]([C:19]4[CH:24]=[CH:23][C:22]([C:25]([CH:27]5[CH2:31][CH2:30][N:29]([CH3:32])[CH2:28]5)=[O:26])=[CH:21][CH:20]=4)[CH:14]=[CH:15][C:10]=3[CH:9]=2)=[CH:6][CH:7]=1. The yield is 0.770. (4) The reactants are [CH3:1][C:2]1[NH:3][C:4]2[C:9]([CH:10]=1)=[CH:8][C:7]([C:11]([OH:13])=O)=[CH:6][CH:5]=2.[CH2:14]1[C@H:23]2[C@H:18]([CH2:19][CH2:20][C:21]3[CH:27]=[CH:26][CH:25]=[CH:24][C:22]=32)[NH:17][CH2:16][CH2:15]1.F[P-](F)(F)(F)(F)F.N1(OC(N(C)C)=[N+](C)C)C2N=CC=CC=2N=N1. The yield is 0.460. No catalyst specified. The product is [CH2:14]1[C@H:23]2[C@H:18]([CH2:19][CH2:20][C:21]3[CH:27]=[CH:26][CH:25]=[CH:24][C:22]=32)[N:17]([C:11]([C:7]2[CH:8]=[C:9]3[C:4](=[CH:5][CH:6]=2)[NH:3][C:2]([CH3:1])=[CH:10]3)=[O:13])[CH2:16][CH2:15]1. (5) The reactants are [Cl:1][C:2]1[CH:7]=[CH:6][C:5]([C@H:8]([CH:13]2[CH2:15][CH2:14]2)[C:9](OC)=[O:10])=[CH:4][CH:3]=1.[H-].C([Al+]CC(C)C)C(C)C. The catalyst is C(Cl)Cl. The product is [Cl:1][C:2]1[CH:3]=[CH:4][C:5]([C@H:8]([CH:13]2[CH2:15][CH2:14]2)[CH2:9][OH:10])=[CH:6][CH:7]=1. The yield is 0.800. (6) The reactants are S(Cl)([Cl:3])=O.O[CH2:6][C:7]1[C:8](=[O:14])[NH:9][C:10](=[O:13])[NH:11][CH:12]=1. The catalyst is O1CCOCC1. The product is [Cl:3][CH2:6][C:7]1[C:8](=[O:14])[NH:9][C:10](=[O:13])[NH:11][CH:12]=1. The yield is 1.00. (7) The catalyst is C1(C)C=CC=CC=1. The product is [CH2:28]([N:8]1[C:7]2[N:6]=[CH:5][NH:4][C:3]=2[C:2](=[O:1])[N:10]2[C:13]([CH2:14][CH2:15][C:16]3[O:17][C:18]([C:21]4[CH:26]=[CH:25][CH:24]=[CH:23][CH:22]=4)=[N:19][N:20]=3)=[N:12][N:11]=[C:9]12)[CH2:29][CH2:30][CH2:31][CH3:32]. The yield is 0.667. The reactants are [O:1]=[C:2]1[NH:10]/[C:9](=[N:11]\[NH:12][C:13](=O)[CH2:14][CH2:15][C:16]2[O:17][C:18]([C:21]3[CH:26]=[CH:25][CH:24]=[CH:23][CH:22]=3)=[N:19][N:20]=2)/[N:8]([CH2:28][CH2:29][CH2:30][CH2:31][CH3:32])[C:7]2[N:6]=[CH:5][NH:4][C:3]1=2.